Dataset: Experimentally validated miRNA-target interactions with 360,000+ pairs, plus equal number of negative samples. Task: Binary Classification. Given a miRNA mature sequence and a target amino acid sequence, predict their likelihood of interaction. (1) The miRNA is hsa-miR-5189-5p with sequence UCUGGGCACAGGCGGAUGGACAGG. The protein sequence of the target gene is MAVRQAATAGTPGPRREEEAALLFERAHYRHDPRWLLPVTPRLCLACALELLPDPGVSLVRKKHMLSCFQDALVRHTSLVTQLVSQDQRVCIHFISVLFGLLCSMEDGSVTDLCIEVLIQITTQLKLEQTIRCLLDECHKELCNMPSMRGSLATLTLLGKLVDAIPALADELVMEHGNLMEHLLRGLVYPSEGIQASVCYLYGKLYSSPVAAEMLSGHFREKLFPLFLSILDGAQTKELQINCLGLLRQLLKYDLFVSMIMNQDGLGESAKNIEGSSGNTSLPLVLKKLLLSRDETLQVA.... Result: 1 (interaction). (2) Result: 1 (interaction). The protein sequence of the target gene is MSMILSASVIRVRDGLPLSASTDYEQSTGMQECRKYFKMLSRKLAQLPDRCTLKTGHYNINFISSLGVSYMMLCTENYPNVLAFSFLDELQKEFITTYNMMKTNTAVRPYCFIEFDNFIQRTKQRYNNPRSLSTKINLSDMQTEIKLRPPYQISMCELGSANGVTSAFSVDCKGAGKISSAHQRLEPATLSGIVGFILSLLCGALNLIRGFHAIESLLQSDGDDFNYIIAFFLGTAACLYQCYLLVYYTGWRNVKSFLTFGLICLCNMYLYELRNLWQLFFHVTVGAFVTLQIWLRQAQG.... The miRNA is hsa-miR-23a-5p with sequence GGGGUUCCUGGGGAUGGGAUUU. (3) The miRNA is hsa-miR-432-5p with sequence UCUUGGAGUAGGUCAUUGGGUGG. The protein sequence of the target gene is MAEDSESAASQQSLELDDQDTCGIDGDNEEETEHAKGSPGGDLGAKKKKKKQKRKKEKPNSGGTKSDSASDSQEIKIQQSSKHNAIWQQISAGAAMGGDTMEGEWIDLRMYHKNPTIPIQKLQDIQRAMELLSACQGPARNIDEATKRRYQFWDTQPVPKLNEVITSHGAIEPDKDNIRQEPYSLPQGFMWDTLDLSNAEVLKELYTLLNENYVEDDDNMFRFDYSPEFLLWALRPPGWLLQWHCGVRVSSNKKLVGFISAIPANIRIYDSVKRMVEINFLCVHKKLRSKRVAPVLIREI.... Result: 0 (no interaction). (4) The miRNA is cel-miR-789-3p with sequence UCCCUGCCUGGGUCACCAAUUGU. The protein sequence of the target gene is MAEAELHKERLQAIAEKRKRQTEIEGKRRQLDEQVLLLQHSKSKVLREKWLLQGVPAGTAEEEEARRRQSEEDEFKVKQLEDNIQRLEQEIQALESEESQISAKEQIILEKLKETEKSFKDLQKSFSTADGAIYAMEINVEKDKQTGETKILSASTIGPEGVHQRGVKVYDDGTKVVYEVHSGGTVVENGVHKLSAKDVEELIQKAGQSSFRRHMSERTVVADGSLGHPKEHMLCKEAKLEMVQKSRKDQSSGNPGQQAQPPITEEPGANLDQPVTMIFMGYQNIEDEEETKKVLGYDET.... Result: 0 (no interaction).